Predict which catalyst facilitates the given reaction. From a dataset of Catalyst prediction with 721,799 reactions and 888 catalyst types from USPTO. Reactant: C1(C)C=CC(S(O)(=O)=O)=CC=1.N1C=CC=CC=1.[C:18]1([C:24]#[C:25][CH2:26][CH2:27][CH2:28][CH2:29][CH2:30][O:31]C2CCCCO2)[CH:23]=[CH:22][CH:21]=[CH:20][CH:19]=1. Product: [C:18]1([C:24]#[C:25][CH2:26][CH2:27][CH2:28][CH2:29][CH2:30][OH:31])[CH:23]=[CH:22][CH:21]=[CH:20][CH:19]=1. The catalyst class is: 5.